This data is from NCI-60 drug combinations with 297,098 pairs across 59 cell lines. The task is: Regression. Given two drug SMILES strings and cell line genomic features, predict the synergy score measuring deviation from expected non-interaction effect. (1) Drug 1: COC1=C(C=C2C(=C1)N=CN=C2NC3=CC(=C(C=C3)F)Cl)OCCCN4CCOCC4. Drug 2: CC12CCC3C(C1CCC2=O)CC(=C)C4=CC(=O)C=CC34C. Cell line: M14. Synergy scores: CSS=26.1, Synergy_ZIP=-0.360, Synergy_Bliss=-4.56, Synergy_Loewe=-8.43, Synergy_HSA=-3.02. (2) Drug 1: CC(C1=C(C=CC(=C1Cl)F)Cl)OC2=C(N=CC(=C2)C3=CN(N=C3)C4CCNCC4)N. Drug 2: CC1CCCC2(C(O2)CC(NC(=O)CC(C(C(=O)C(C1O)C)(C)C)O)C(=CC3=CSC(=N3)C)C)C. Cell line: SK-MEL-5. Synergy scores: CSS=-3.40, Synergy_ZIP=2.81, Synergy_Bliss=0.904, Synergy_Loewe=-9.92, Synergy_HSA=-4.57. (3) Drug 1: CC1OCC2C(O1)C(C(C(O2)OC3C4COC(=O)C4C(C5=CC6=C(C=C35)OCO6)C7=CC(=C(C(=C7)OC)O)OC)O)O. Drug 2: CN1C(=O)N2C=NC(=C2N=N1)C(=O)N. Cell line: LOX IMVI. Synergy scores: CSS=31.3, Synergy_ZIP=-1.72, Synergy_Bliss=-2.51, Synergy_Loewe=-12.3, Synergy_HSA=-0.205. (4) Drug 1: C1C(C(OC1N2C=NC3=C(N=C(N=C32)Cl)N)CO)O. Drug 2: CC1=C(N=C(N=C1N)C(CC(=O)N)NCC(C(=O)N)N)C(=O)NC(C(C2=CN=CN2)OC3C(C(C(C(O3)CO)O)O)OC4C(C(C(C(O4)CO)O)OC(=O)N)O)C(=O)NC(C)C(C(C)C(=O)NC(C(C)O)C(=O)NCCC5=NC(=CS5)C6=NC(=CS6)C(=O)NCCC[S+](C)C)O. Cell line: IGROV1. Synergy scores: CSS=21.7, Synergy_ZIP=-4.58, Synergy_Bliss=1.04, Synergy_Loewe=1.05, Synergy_HSA=4.25. (5) Synergy scores: CSS=45.6, Synergy_ZIP=3.57, Synergy_Bliss=4.09, Synergy_Loewe=-0.683, Synergy_HSA=7.16. Drug 2: CS(=O)(=O)CCNCC1=CC=C(O1)C2=CC3=C(C=C2)N=CN=C3NC4=CC(=C(C=C4)OCC5=CC(=CC=C5)F)Cl. Cell line: UO-31. Drug 1: CC1=C2C(C(=O)C3(C(CC4C(C3C(C(C2(C)C)(CC1OC(=O)C(C(C5=CC=CC=C5)NC(=O)OC(C)(C)C)O)O)OC(=O)C6=CC=CC=C6)(CO4)OC(=O)C)OC)C)OC. (6) Drug 1: CS(=O)(=O)C1=CC(=C(C=C1)C(=O)NC2=CC(=C(C=C2)Cl)C3=CC=CC=N3)Cl. Drug 2: CC1=C(C=C(C=C1)C(=O)NC2=CC(=CC(=C2)C(F)(F)F)N3C=C(N=C3)C)NC4=NC=CC(=N4)C5=CN=CC=C5. Cell line: COLO 205. Synergy scores: CSS=5.89, Synergy_ZIP=3.97, Synergy_Bliss=14.3, Synergy_Loewe=2.47, Synergy_HSA=5.69.